Dataset: Full USPTO retrosynthesis dataset with 1.9M reactions from patents (1976-2016). Task: Predict the reactants needed to synthesize the given product. Given the product [C:1]([NH:4][C@@H:5]1[C@@H:10]([NH:11][C:12]([NH:21][C:22]([O:24][C:25]([CH3:27])([CH3:28])[CH3:26])=[O:23])=[N:13][C:14]([O:16][C:17]([CH3:20])([CH3:19])[CH3:18])=[O:15])[CH:9]=[C:8]([C:29]([O:31][CH3:32])=[O:30])[O:7][C@H:6]1[C@H:33]([OH:40])[C@H:34]([OH:35])[CH2:38][OH:37])(=[O:3])[CH3:2], predict the reactants needed to synthesize it. The reactants are: [C:1]([NH:4][C@@H:5]1[C@@H:10]([NH:11][C:12]([NH:21][C:22]([O:24][C:25]([CH3:28])([CH3:27])[CH3:26])=[O:23])=[N:13][C:14]([O:16][C:17]([CH3:20])([CH3:19])[CH3:18])=[O:15])[CH:9]=[C:8]([C:29]([O:31][CH3:32])=[O:30])[O:7][C@H:6]1[C@H:33]([OH:40])[C@H:34]1[CH2:38][O:37]C(=O)[O:35]1)(=[O:3])[CH3:2].N1C=CC=N1.C1N=CN(C(N2C=NC=C2)=O)C=1.